From a dataset of Full USPTO retrosynthesis dataset with 1.9M reactions from patents (1976-2016). Predict the reactants needed to synthesize the given product. (1) Given the product [CH3:14][O:13][C:8]1[N:9]=[CH:10][N:11]=[N:12][C:7]=1[CH2:6][NH2:3], predict the reactants needed to synthesize it. The reactants are: N#N.[N:3]([CH2:6][C:7]1[N:12]=[N:11][CH:10]=[N:9][C:8]=1[O:13][CH3:14])=[N+]=[N-]. (2) Given the product [Cl:1][C:2]1[CH:3]=[C:4]([C:9]2([C:25]([F:28])([F:27])[F:26])[CH2:13][CH2:12][N:11]([C:14]3[S:15][C:16]4[C:22]([CH2:23][NH2:31])=[CH:21][CH:20]=[CH:19][C:17]=4[N:18]=3)[CH2:10]2)[CH:5]=[C:6]([Cl:8])[CH:7]=1, predict the reactants needed to synthesize it. The reactants are: [Cl:1][C:2]1[CH:3]=[C:4]([C:9]2([C:25]([F:28])([F:27])[F:26])[CH2:13][CH2:12][N:11]([C:14]3[S:15][C:16]4[C:22]([CH2:23]O)=[CH:21][CH:20]=[CH:19][C:17]=4[N:18]=3)[CH2:10]2)[CH:5]=[C:6]([Cl:8])[CH:7]=1.C([N:31](CC)CC)C.CS(Cl)(=O)=O.O.N. (3) Given the product [CH2:1]([N:13]1[C:23]2[C:18](=[CH:19][CH:20]=[CH:21][CH:22]=2)/[C:16](=[N:33]/[NH:32][C:24](=[O:31])[C:25]2[CH:30]=[CH:29][CH:28]=[CH:27][CH:26]=2)/[C:14]1=[O:15])[CH2:2][CH2:3][CH2:4][CH2:5][CH2:6][CH2:7][CH2:8][CH2:9][CH2:10][CH2:11][CH3:12], predict the reactants needed to synthesize it. The reactants are: [CH2:1]([N:13]1[C:23]2[C:18](=[CH:19][CH:20]=[CH:21][CH:22]=2)[C:16](=O)[C:14]1=[O:15])[CH2:2][CH2:3][CH2:4][CH2:5][CH2:6][CH2:7][CH2:8][CH2:9][CH2:10][CH2:11][CH3:12].[C:24]([NH:32][NH2:33])(=[O:31])[C:25]1[CH:30]=[CH:29][CH:28]=[CH:27][CH:26]=1.